Predict the reactants needed to synthesize the given product. From a dataset of Full USPTO retrosynthesis dataset with 1.9M reactions from patents (1976-2016). Given the product [CH3:1][O:2][CH2:3][CH2:4][C:5]1[N:6]([CH2:25][CH2:26][CH2:27][N:28]2[CH2:32][CH2:31][CH2:30][C:29]2=[O:33])[C:7]2[C:16]3[CH:15]=[C:14]([CH2:17][CH2:18][C:19]([N:21]([CH3:23])[CH3:22])=[O:20])[CH:13]=[CH:12][C:11]=3[N:10]=[CH:9][C:8]=2[N:24]=1, predict the reactants needed to synthesize it. The reactants are: [CH3:1][O:2][CH2:3][CH2:4][C:5]1[N:6]([CH2:25][CH2:26][CH2:27][N:28]2[CH2:32][CH2:31][CH2:30][C:29]2=[O:33])[C:7]2[C:16]3[CH:15]=[C:14]([CH:17]=[CH:18][C:19]([N:21]([CH3:23])[CH3:22])=[O:20])[CH:13]=[CH:12][C:11]=3[N:10]=[CH:9][C:8]=2[N:24]=1.